This data is from Full USPTO retrosynthesis dataset with 1.9M reactions from patents (1976-2016). The task is: Predict the reactants needed to synthesize the given product. (1) Given the product [CH:39]([N:2]1[CH2:7][CH2:6][CH:5]([C:8]2[CH:13]=[CH:12][C:11]([NH:14][C:15]3[N:16]=[C:17]([N:24]4[CH2:29][CH2:28][CH2:27][C@@H:26]([NH:30][C:31]([N:33]5[CH2:38][CH2:37][CH2:36][CH2:35][CH2:34]5)=[O:32])[CH2:25]4)[N:18]=[N:19][C:20]=3[C:21]([NH2:23])=[O:22])=[CH:10][CH:9]=2)[CH2:4][CH2:3]1)=[O:40], predict the reactants needed to synthesize it. The reactants are: Cl.[NH:2]1[CH2:7][CH2:6][CH:5]([C:8]2[CH:13]=[CH:12][C:11]([NH:14][C:15]3[N:16]=[C:17]([N:24]4[CH2:29][CH2:28][CH2:27][C@@H:26]([NH:30][C:31]([N:33]5[CH2:38][CH2:37][CH2:36][CH2:35][CH2:34]5)=[O:32])[CH2:25]4)[N:18]=[N:19][C:20]=3[C:21]([NH2:23])=[O:22])=[CH:10][CH:9]=2)[CH2:4][CH2:3]1.[CH:39](O)=[O:40].CCN(C(C)C)C(C)C.C1CN([P+](ON2N=NC3C=CC=CC2=3)(N2CCCC2)N2CCCC2)CC1.F[P-](F)(F)(F)(F)F. (2) Given the product [Br:12][C:4]1[CH:3]=[C:2]([NH:1][CH2:17][C:16]2[C:19]([CH3:23])=[CH:20][CH:21]=[CH:22][C:15]=2[CH2:13][CH3:14])[C:10]2[N:9]=[CH:8][N:7]([CH3:11])[C:6]=2[CH:5]=1, predict the reactants needed to synthesize it. The reactants are: [NH2:1][C:2]1[C:10]2[N:9]=[CH:8][N:7]([CH3:11])[C:6]=2[CH:5]=[C:4]([Br:12])[CH:3]=1.[CH2:13]([C:15]1[CH:22]=[CH:21][CH:20]=[C:19]([CH3:23])[C:16]=1[CH2:17]Cl)[CH3:14].C(=O)([O-])[O-].[Na+].[Na+].[I-].[Na+].